Dataset: Reaction yield outcomes from USPTO patents with 853,638 reactions. Task: Predict the reaction yield, written as a fraction of the theoretical maximum amount of product (1.0 means a 100% yield; for example, 0.34 means a 34% yield). (1) The catalyst is C1(C)C=CC=CC=1.CC([O-])=O.CC([O-])=O.[Pd+2].C1(P(C2CCCCC2)C2C=CC=CC=2C2C(OC)=CC=CC=2OC)CCCCC1. The reactants are [C:1]([Si:5]([CH3:23])([CH3:22])[O:6][CH:7]1[CH2:12][CH2:11][C:10](B2OC(C)(C)C(C)(C)O2)=[CH:9][CH2:8]1)([CH3:4])([CH3:3])[CH3:2].[CH3:24][O:25][C:26]([C:28]1[C:36]2[C:31](=[CH:32][C:33](Br)=[CH:34][CH:35]=2)[N:30]([CH3:38])[CH:29]=1)=[O:27].P([O-])([O-])([O-])=O.[K+].[K+].[K+]. The yield is 0.430. The product is [CH3:24][O:25][C:26]([C:28]1[C:36]2[C:31](=[CH:32][C:33]([C:10]3[CH2:11][CH2:12][CH:7]([O:6][Si:5]([C:1]([CH3:2])([CH3:3])[CH3:4])([CH3:22])[CH3:23])[CH2:8][CH:9]=3)=[CH:34][CH:35]=2)[N:30]([CH3:38])[CH:29]=1)=[O:27]. (2) The reactants are [CH3:1][O:2][CH2:3][CH2:4][O:5][C:6]1[CH:14]=[C:13]2[C:9]([C:10]([CH:15]([C:20]3[C:21]([CH3:37])=[C:22]([NH:26][C:27](=[O:36])[O:28][CH2:29][C:30]4[CH:35]=[CH:34][CH:33]=[CH:32][CH:31]=4)[CH:23]=[CH:24][CH:25]=3)[CH2:16][N+:17]([O-])=O)=[CH:11][NH:12]2)=[CH:8][CH:7]=1.[Cl-].[NH4+]. The catalyst is O1CCCC1.CO.C(OCC)(=O)C.[Zn]. The product is [NH2:17][CH2:16][CH:15]([C:20]1[C:21]([CH3:37])=[C:22]([NH:26][C:27](=[O:36])[O:28][CH2:29][C:30]2[CH:35]=[CH:34][CH:33]=[CH:32][CH:31]=2)[CH:23]=[CH:24][CH:25]=1)[C:10]1[C:9]2[C:13](=[CH:14][C:6]([O:5][CH2:4][CH2:3][O:2][CH3:1])=[CH:7][CH:8]=2)[NH:12][CH:11]=1. The yield is 1.00. (3) The reactants are [CH2:1]([O:3][CH2:4][C:5]1[N:6]([CH2:18][C:19]2([OH:32])[CH2:24][CH2:23][N:22]([C:25]([O:27][C:28]([CH3:31])([CH3:30])[CH3:29])=[O:26])[CH2:21][CH2:20]2)[C:7]2[C:16]3[CH:15]=[CH:14][CH:13]=[CH:12][C:11]=3[N:10]=[CH:9][C:8]=2[N:17]=1)[CH3:2].C1C=C(Cl)C=C(C(OO)=O)C=1.[OH-].[NH4+:45].S(Cl)(C1C=CC(C)=CC=1)(=O)=O. The catalyst is ClCCl.O. The product is [NH2:45][C:9]1[C:8]2[N:17]=[C:5]([CH2:4][O:3][CH2:1][CH3:2])[N:6]([CH2:18][C:19]3([OH:32])[CH2:24][CH2:23][N:22]([C:25]([O:27][C:28]([CH3:31])([CH3:30])[CH3:29])=[O:26])[CH2:21][CH2:20]3)[C:7]=2[C:16]2[CH:15]=[CH:14][CH:13]=[CH:12][C:11]=2[N:10]=1. The yield is 0.150.